This data is from Reaction yield outcomes from USPTO patents with 853,638 reactions. The task is: Predict the reaction yield, written as a fraction of the theoretical maximum amount of product (1.0 means a 100% yield; for example, 0.34 means a 34% yield). (1) The reactants are [Cl:1][C:2]1[N:3]=[C:4](Cl)[C:5]2[CH2:10][CH2:9][CH:8]([C:11]3[CH:16]=[CH:15][C:14]([F:17])=[CH:13][CH:12]=3)[C:6]=2[N:7]=1.Cl.[CH3:20][NH2:21]. No catalyst specified. The product is [Cl:1][C:2]1[N:3]=[C:4]([NH:21][CH3:20])[C:5]2[CH2:10][CH2:9][CH:8]([C:11]3[CH:16]=[CH:15][C:14]([F:17])=[CH:13][CH:12]=3)[C:6]=2[N:7]=1. The yield is 0.701. (2) The reactants are [N-:1]=[N+:2]=[N-:3].[Na+].[Cl:5][C:6]1[CH:13]=[CH:12][CH:11]=[CH:10][C:7]=1[CH2:8]Cl. The catalyst is C(#N)C.O. The product is [N:1]([CH2:8][C:7]1[CH:10]=[CH:11][CH:12]=[CH:13][C:6]=1[Cl:5])=[N+:2]=[N-:3]. The yield is 0.770. (3) The reactants are [C:1]([O:5][C:6](=[O:19])[CH2:7][S:8]([C:11]1[CH:16]=[CH:15][C:14]([O:17][CH3:18])=[CH:13][CH:12]=1)(=[O:10])=[O:9])([CH3:4])([CH3:3])[CH3:2].Br[CH2:21][C:22]#[C:23][CH3:24]. No catalyst specified. The product is [C:1]([O:5][C:6](=[O:19])[C:7]([S:8]([C:11]1[CH:12]=[CH:13][C:14]([O:17][CH3:18])=[CH:15][CH:16]=1)(=[O:9])=[O:10])([CH2:16][C:11]#[C:12][CH3:13])[CH2:21][C:22]#[C:23][CH3:24])([CH3:4])([CH3:3])[CH3:2]. The yield is 0.900.